Dataset: Forward reaction prediction with 1.9M reactions from USPTO patents (1976-2016). Task: Predict the product of the given reaction. (1) Given the reactants FC(F)(F)C(O)=O.Br[CH2:9][C:10]1[CH:28]=[CH:27][CH:26]=[CH:25][C:11]=1[CH2:12][O:13][CH2:14][CH:15]([NH2:24])[CH2:16][C:17]1[CH:22]=[CH:21][C:20]([Br:23])=[CH:19][CH:18]=1.C([O-])([O-])=O.[K+].[K+], predict the reaction product. The product is: [Br:23][C:20]1[CH:21]=[CH:22][C:17]([CH2:16][CH:15]2[NH:24][CH2:9][C:10]3[CH:28]=[CH:27][CH:26]=[CH:25][C:11]=3[CH2:12][O:13][CH2:14]2)=[CH:18][CH:19]=1. (2) Given the reactants S(=O)(=O)(O)O.[NH2:6][C:7]1[CH:8]=[N:9][N:10]2[CH2:15][CH2:14][CH2:13][NH:12][C:11]=12.C(N(C(C)C)C(C)C)C.[C:25]([O:29][C:30]([NH:32][CH2:33][CH2:34][C:35](ON1C(=O)CCC1=O)=[O:36])=[O:31])([CH3:28])([CH3:27])[CH3:26], predict the reaction product. The product is: [C:25]([O:29][C:30]([NH:32][CH2:33][CH2:34][C:35]([NH:6][C:7]1[CH:8]=[N:9][N:10]2[CH2:15][CH2:14][CH2:13][NH:12][C:11]=12)=[O:36])=[O:31])([CH3:28])([CH3:27])[CH3:26].